From a dataset of Forward reaction prediction with 1.9M reactions from USPTO patents (1976-2016). Predict the product of the given reaction. (1) Given the reactants [N:1]1([C:5]2[CH:10]=[C:9]([Cl:11])[CH:8]=[CH:7][C:6]=2[CH2:12][N:13]2[CH2:18][CH2:17][NH:16][CH2:15][CH2:14]2)[CH2:4][CH2:3][CH2:2]1.[C:19](=O)([O:28]N1C(=O)CCC1=O)[O:20][N:21]1[C:25](=[O:26])[CH2:24][CH2:23][C:22]1=[O:27].ClCCl.C(N(CC)C(C)C)(C)C, predict the reaction product. The product is: [N:1]1([C:5]2[CH:10]=[C:9]([Cl:11])[CH:8]=[CH:7][C:6]=2[CH2:12][N:13]2[CH2:14][CH2:15][N:16]([C:19]([O:20][N:21]3[C:25](=[O:26])[CH2:24][CH2:23][C:22]3=[O:27])=[O:28])[CH2:17][CH2:18]2)[CH2:4][CH2:3][CH2:2]1. (2) Given the reactants C([O:8][C:9]1[CH:17]=[CH:16][C:15]([F:18])=[C:14]2[C:10]=1[CH:11]=[N:12][N:13]2[CH2:19][O:20][CH2:21][CH2:22][Si:23]([CH3:26])([CH3:25])[CH3:24])C1C=CC=CC=1.[H][H], predict the reaction product. The product is: [F:18][C:15]1[C:14]2[N:13]([CH2:19][O:20][CH2:21][CH2:22][Si:23]([CH3:25])([CH3:24])[CH3:26])[N:12]=[CH:11][C:10]=2[C:9]([OH:8])=[CH:17][CH:16]=1. (3) Given the reactants C[O:2][C:3]([C:5]1[CH:13]=[C:12]2[C:8]([C:9]3[C:17]([N:18]4[CH2:23][CH2:22][O:21][CH:20]([CH2:24][NH:25][C:26]([O:28][C:29]([CH3:32])([CH3:31])[CH3:30])=[O:27])[CH2:19]4)=[N:16][CH:15]=[N:14][C:10]=3[NH:11]2)=[CH:7][CH:6]=1)=[O:4].[OH-].[Na+].C(Cl)Cl, predict the reaction product. The product is: [C:29]([O:28][C:26]([NH:25][CH2:24][CH:20]1[O:21][CH2:22][CH2:23][N:18]([C:17]2[C:9]3[C:8]4[C:12](=[CH:13][C:5]([C:3]([OH:4])=[O:2])=[CH:6][CH:7]=4)[NH:11][C:10]=3[N:14]=[CH:15][N:16]=2)[CH2:19]1)=[O:27])([CH3:32])([CH3:30])[CH3:31]. (4) Given the reactants [CH3:1][O:2][C:3]([C:5]1[CH:10]=[CH:9][C:8](B(O)O)=[CH:7][CH:6]=1)=[O:4].Cl[C:15]1[CH:24]=[CH:23][C:22]2[C:17](=[CH:18][CH:19]=[C:20]([OH:25])[CH:21]=2)[N:16]=1.C([O-])([O-])=O.[Na+].[Na+], predict the reaction product. The product is: [OH:25][C:20]1[CH:21]=[C:22]2[C:17](=[CH:18][CH:19]=1)[N:16]=[C:15]([C:8]1[CH:9]=[CH:10][C:5]([C:3]([O:2][CH3:1])=[O:4])=[CH:6][CH:7]=1)[CH:24]=[CH:23]2. (5) Given the reactants F[C:2]1[CH:7]=[CH:6][C:5]([C:8]([F:11])([F:10])[F:9])=[CH:4][C:3]=1[O:12]C.[C:14]1([OH:20])[CH:19]=[CH:18][CH:17]=[CH:16][CH:15]=1.C(=O)([O-])[O-].[K+].[K+], predict the reaction product. The product is: [O:20]([C:2]1[CH:7]=[CH:6][C:5]([C:8]([F:9])([F:10])[F:11])=[CH:4][C:3]=1[OH:12])[C:14]1[CH:19]=[CH:18][CH:17]=[CH:16][CH:15]=1. (6) Given the reactants [H-].[Na+].[C:3]([O:7][CH3:8])(=[O:6])[CH2:4][CH3:5].C([O:11][CH3:12])=O.[C:13]1([CH3:23])[CH:18]=[CH:17][C:16]([S:19](Cl)(=[O:21])=[O:20])=[CH:15][CH:14]=1, predict the reaction product. The product is: [CH3:5]/[C:4](=[CH:12]\[O:11][S:19]([C:16]1[CH:17]=[CH:18][C:13]([CH3:23])=[CH:14][CH:15]=1)(=[O:21])=[O:20])/[C:3]([O:7][CH3:8])=[O:6]. (7) The product is: [I-:20].[Br:1][C:2]1[CH:3]=[C:4]2[C:9](=[CH:10][CH:11]=1)[CH2:8][N:7]([C:12]([N:14]1[CH:18]=[CH:17][N+:16]([CH3:19])=[CH:15]1)=[O:13])[CH2:6][CH2:5]2. Given the reactants [Br:1][C:2]1[CH:3]=[C:4]2[C:9](=[CH:10][CH:11]=1)[CH2:8][N:7]([C:12]([N:14]1[CH:18]=[CH:17][N:16]=[CH:15]1)=[O:13])[CH2:6][CH2:5]2.[CH3:19][I:20], predict the reaction product. (8) Given the reactants Br[C:2]1[N:6]2[C:7]3[C:12]([N:13]=[C:14]([CH3:15])[C:5]2=[C:4]([CH3:17])[N:3]=1)=[CH:11][CH:10]=[C:9]([F:16])[CH:8]=3.[CH3:18][O:19][C:20]1[CH:25]=[CH:24][CH:23]=[CH:22][C:21]=1B(O)O.C([O-])([O-])=O.[K+].[K+], predict the reaction product. The product is: [F:16][C:9]1[CH:8]=[C:7]2[C:12]([N:13]=[C:14]([CH3:15])[C:5]3[N:6]2[C:2]([C:21]2[CH:22]=[CH:23][CH:24]=[CH:25][C:20]=2[O:19][CH3:18])=[N:3][C:4]=3[CH3:17])=[CH:11][CH:10]=1. (9) Given the reactants Cl[C:2]1[C:3]2[S:10][CH:9]=[C:8]([C:11]([NH:13][C:14]3[C:19]([F:20])=[CH:18][CH:17]=[C:16]([N:21]([CH2:28][C:29]4[CH:34]=[CH:33][C:32]([O:35][CH3:36])=[CH:31][CH:30]=4)[S:22]([CH2:25][CH2:26][CH3:27])(=[O:24])=[O:23])[C:15]=3[F:37])=[O:12])[C:4]=2[N:5]=[CH:6][N:7]=1.[CH3:38][NH2:39], predict the reaction product. The product is: [F:37][C:15]1[C:16]([N:21]([CH2:28][C:29]2[CH:34]=[CH:33][C:32]([O:35][CH3:36])=[CH:31][CH:30]=2)[S:22]([CH2:25][CH2:26][CH3:27])(=[O:23])=[O:24])=[CH:17][CH:18]=[C:19]([F:20])[C:14]=1[NH:13][C:11]([C:8]1[C:4]2[N:5]=[CH:6][N:7]=[C:2]([NH:39][CH3:38])[C:3]=2[S:10][CH:9]=1)=[O:12]. (10) Given the reactants [N:1]1[CH:6]=[CH:5][CH:4]=[CH:3][C:2]=1[C:7]1[CH:12]=[CH:11][C:10]([C:13]2[O:14][C:15]3[C:21]([C:22]([NH2:24])=[O:23])=[CH:20][CH:19]=[CH:18][C:16]=3[N:17]=2)=[CH:9][CH:8]=1.[H][H], predict the reaction product. The product is: [NH:1]1[CH2:6][CH2:5][CH2:4][CH2:3][CH:2]1[C:7]1[CH:12]=[CH:11][C:10]([C:13]2[O:14][C:15]3[C:21]([C:22]([NH2:24])=[O:23])=[CH:20][CH:19]=[CH:18][C:16]=3[N:17]=2)=[CH:9][CH:8]=1.